Dataset: Catalyst prediction with 721,799 reactions and 888 catalyst types from USPTO. Task: Predict which catalyst facilitates the given reaction. Reactant: [OH:1][C:2]([C:10](=[O:28])[NH:11][C@@H:12]1[C:18](=[O:19])[NH:17][C:16]2[CH:20]=[CH:21][CH:22]=[CH:23][C:15]=2[C:14]2[CH:24]=[CH:25][CH:26]=[CH:27][C:13]1=2)([CH2:6][CH:7]([CH3:9])[CH3:8])[C:3](O)=[O:4].[CH:29]1([CH2:32]N)[CH2:31][CH2:30]1.C([N:36](CC)CC)C.F[P-](F)(F)(F)(F)F.N1(OC(N(C)C)=[N+](C)C)C2C=CC=CC=2N=N1. Product: [CH:29]1([CH2:32][N:11]([C@@H:12]2[C:18](=[O:19])[NH:17][C:16]3[CH:20]=[CH:21][CH:22]=[CH:23][C:15]=3[C:14]3[CH:24]=[CH:25][CH:26]=[CH:27][C:13]2=3)[C:10](=[O:28])[C:2]([OH:1])([CH2:6][CH:7]([CH3:9])[CH3:8])[C:3]([NH2:36])=[O:4])[CH2:31][CH2:30]1. The catalyst class is: 9.